From a dataset of Full USPTO retrosynthesis dataset with 1.9M reactions from patents (1976-2016). Predict the reactants needed to synthesize the given product. (1) Given the product [C:1]1([C:7]([C:9]2[N:14]=[C:13]3[S:15][C:16]([C:18]([O-:20])=[O:19])=[N:17][C:12]3=[CH:11][CH:10]=2)=[CH2:8])[CH:6]=[CH:5][CH:4]=[CH:3][CH:2]=1.[Na+:24], predict the reactants needed to synthesize it. The reactants are: [C:1]1([C:7]([C:9]2[N:14]=[C:13]3[S:15][C:16]([C:18]([O:20]CC)=[O:19])=[N:17][C:12]3=[CH:11][CH:10]=2)=[CH2:8])[CH:6]=[CH:5][CH:4]=[CH:3][CH:2]=1.[OH-].[Na+:24]. (2) Given the product [CH3:1][C:2]([CH3:51])([CH3:50])[CH2:3][C:4]1[N:5]=[C:6]([CH2:28][C:29]([C:35]2[CH:40]=[CH:39][C:38]([C:59]3[CH:64]=[CH:63][C:62]([F:65])=[CH:61][N:60]=3)=[CH:37][CH:36]=2)([OH:34])[C:30]([F:31])([F:32])[F:33])[N:7]([C:9]([C:16]2[CH:17]=[CH:18][CH:19]=[CH:20][CH:21]=2)([C:22]2[CH:27]=[CH:26][CH:25]=[CH:24][CH:23]=2)[C:10]2[CH:11]=[CH:12][CH:13]=[CH:14][CH:15]=2)[CH:8]=1, predict the reactants needed to synthesize it. The reactants are: [CH3:1][C:2]([CH3:51])([CH3:50])[CH2:3][C:4]1[N:5]=[C:6]([CH2:28][C:29]([C:35]2[CH:40]=[CH:39][C:38](B3OC(C)(C)C(C)(C)O3)=[CH:37][CH:36]=2)([OH:34])[C:30]([F:33])([F:32])[F:31])[N:7]([C:9]([C:22]2[CH:27]=[CH:26][CH:25]=[CH:24][CH:23]=2)([C:16]2[CH:21]=[CH:20][CH:19]=[CH:18][CH:17]=2)[C:10]2[CH:15]=[CH:14][CH:13]=[CH:12][CH:11]=2)[CH:8]=1.C(=O)([O-])[O-].[Na+].[Na+].Br[C:59]1[CH:64]=[CH:63][C:62]([F:65])=[CH:61][N:60]=1.O. (3) The reactants are: C[O:2][C:3](=[O:35])[CH2:4][C:5]1[CH:10]=[CH:9][C:8]([O:11][CH3:12])=[C:7]([O:13][C:14]2[CH:19]=[CH:18][C:17]([Br:20])=[CH:16][C:15]=2[CH2:21][N:22]2[C@@H:26]([CH3:27])[C@@H:25]([C:28]3[CH:33]=[CH:32][CH:31]=[CH:30][CH:29]=3)[O:24][C:23]2=[O:34])[CH:6]=1.COC1C=C(B(O)O)C=CC=1. Given the product [Br:20][C:17]1[CH:18]=[CH:19][C:14]([O:13][C:7]2[CH:6]=[C:5]([CH2:4][C:3]([OH:35])=[O:2])[CH:10]=[CH:9][C:8]=2[O:11][CH3:12])=[C:15]([CH2:21][N:22]2[C@@H:26]([CH3:27])[C@@H:25]([C:28]3[CH:33]=[CH:32][CH:31]=[CH:30][CH:29]=3)[O:24][C:23]2=[O:34])[CH:16]=1, predict the reactants needed to synthesize it.